Dataset: Forward reaction prediction with 1.9M reactions from USPTO patents (1976-2016). Task: Predict the product of the given reaction. (1) Given the reactants [C:1]1([CH:7]2[CH2:13][CH2:12][C:11](=[O:14])[O:10][C:8]2=[O:9])[CH:6]=[CH:5][CH:4]=[CH:3][CH:2]=1.S(=O)(=O)(O)O.[CH3:20]O.O, predict the reaction product. The product is: [CH3:20][O:10][C:8]([CH:7]1[C:1]2[C:2](=[CH:3][CH:4]=[CH:5][CH:6]=2)[C:11](=[O:14])[CH2:12][CH2:13]1)=[O:9]. (2) Given the reactants [CH3:1][O:2][C:3](=[O:12])[C:4]1[CH:9]=[CH:8][CH:7]=[N:6][C:5]=1[CH2:10][Cl:11].C1C=C(Cl)C=C(C(OO)=[O:21])C=1, predict the reaction product. The product is: [Cl:11][CH2:10][C:5]1[C:4]([C:3]([O:2][CH3:1])=[O:12])=[CH:9][CH:8]=[CH:7][N+:6]=1[O-:21]. (3) Given the reactants [F:1][CH:2]([F:30])[O:3][CH2:4][C@@H:5]([O:7][C:8]1[CH:9]=[C:10]([CH:15]=[C:16]([O:18][C:19]2[CH:24]=[N:23][C:22]([C:25](=[O:29])[N:26]([CH3:28])[CH3:27])=[CH:21][N:20]=2)[CH:17]=1)[C:11]([O:13]C)=[O:12])[CH3:6].CO.[Li+].[OH-].O, predict the reaction product. The product is: [F:30][CH:2]([F:1])[O:3][CH2:4][C@@H:5]([O:7][C:8]1[CH:9]=[C:10]([CH:15]=[C:16]([O:18][C:19]2[CH:24]=[N:23][C:22]([C:25](=[O:29])[N:26]([CH3:27])[CH3:28])=[CH:21][N:20]=2)[CH:17]=1)[C:11]([OH:13])=[O:12])[CH3:6]. (4) Given the reactants [C:1]([O:5][C:6]([N:8]1[CH2:13][CH2:12][NH:11][C:10](=[O:14])[CH2:9]1)=[O:7])([CH3:4])([CH3:3])[CH3:2].[H-].[Na+].[CH2:17](I)[CH3:18], predict the reaction product. The product is: [C:1]([O:5][C:6]([N:8]1[CH2:13][CH2:12][N:11]([CH2:17][CH3:18])[C:10](=[O:14])[CH2:9]1)=[O:7])([CH3:4])([CH3:2])[CH3:3]. (5) Given the reactants [OH:1][C:2]1([CH3:9])[CH2:7][CH2:6][C:5](=O)[CH2:4][CH2:3]1.[CH:10]1([NH2:13])[CH2:12][CH2:11]1.[BH-](OC(C)=O)(OC(C)=O)OC(C)=O.[Na+].C(O)(=O)C.[OH-].[Na+], predict the reaction product. The product is: [CH:10]1([NH:13][CH:5]2[CH2:6][CH2:7][C:2]([CH3:9])([OH:1])[CH2:3][CH2:4]2)[CH2:12][CH2:11]1. (6) Given the reactants [I:1][C:2]1[CH:3]=[C:4]([CH:6]=[CH:7][CH:8]=1)[NH2:5].[F:9][C:10]1[CH:15]=[CH:14][C:13]([C:16]([F:19])([F:18])[F:17])=[CH:12][C:11]=1[N:20]=[C:21]=[O:22], predict the reaction product. The product is: [F:9][C:10]1[CH:15]=[CH:14][C:13]([C:16]([F:19])([F:18])[F:17])=[CH:12][C:11]=1[NH:20][C:21]([NH:5][C:4]1[CH:6]=[CH:7][CH:8]=[C:2]([I:1])[CH:3]=1)=[O:22]. (7) The product is: [NH2:7][C@@H:8]1[CH2:13][CH2:12][CH2:11][N:10]([C:14]([C:16]2[CH:38]=[CH:37][C:19]3[N:20]([CH3:36])[C:21]([C:23]4[N:33]([CH2:34][CH3:35])[C:26]5=[N:27][CH:28]=[C:29]([O:31][CH3:32])[CH:30]=[C:25]5[CH:24]=4)=[N:22][C:18]=3[CH:17]=2)=[O:15])[CH2:9]1. Given the reactants C(OC(=O)[NH:7][C@@H:8]1[CH2:13][CH2:12][CH2:11][N:10]([C:14]([C:16]2[CH:38]=[CH:37][C:19]3[N:20]([CH3:36])[C:21]([C:23]4[N:33]([CH2:34][CH3:35])[C:26]5=[N:27][CH:28]=[C:29]([O:31][CH3:32])[CH:30]=[C:25]5[CH:24]=4)=[N:22][C:18]=3[CH:17]=2)=[O:15])[CH2:9]1)(C)(C)C.C(O)(C(F)(F)F)=O, predict the reaction product.